This data is from Catalyst prediction with 721,799 reactions and 888 catalyst types from USPTO. The task is: Predict which catalyst facilitates the given reaction. (1) Reactant: [NH:1]1[CH2:5][CH2:4][CH:3]([OH:6])[CH2:2]1.[Cl:7][C:8]1[CH:13]=[CH:12][C:11]([C:14]2([C:17](O)=[O:18])[CH2:16][CH2:15]2)=[CH:10][CH:9]=1.F[P-](F)(F)(F)(F)F.N1(O[P+](N(C)C)(N(C)C)N(C)C)C2C=CC=CC=2N=N1.CN1CCOCC1.CN(C)C=O. Product: [Cl:7][C:8]1[CH:9]=[CH:10][C:11]([C:14]2([C:17]([N:1]3[CH2:5][CH2:4][CH:3]([OH:6])[CH2:2]3)=[O:18])[CH2:15][CH2:16]2)=[CH:12][CH:13]=1. The catalyst class is: 13. (2) Reactant: [NH4+:1].[Cl-].C[Al](C)C.F[C:8](F)(F)[C:9]1[CH:14]=[CH:13][C:12]([C:15]2([CH2:20][C:21]#[N:22])[CH2:19][CH2:18][CH2:17][CH2:16]2)=[CH:11][CH:10]=1. Product: [C:9]1([CH3:8])[CH:14]=[CH:13][C:12]([C:15]2([CH2:20][C:21]([NH2:22])=[NH:1])[CH2:19][CH2:18][CH2:17][CH2:16]2)=[CH:11][CH:10]=1. The catalyst class is: 648. (3) Reactant: Cl.[Br:2][C:3]1[CH:19]=[N:18][C:6]2[NH:7][C:8]3[CH:13]=[N:12][C:11]([C:14]([NH:16][NH2:17])=[O:15])=[CH:10][C:9]=3[C:5]=2[CH:4]=1.[N:20]([O-])=O.[Na+].C(=O)(O)[O-].[Na+]. Product: [Br:2][C:3]1[CH:19]=[N:18][C:6]2[NH:7][C:8]3[CH:13]=[N:12][C:11]([C:14]([N:16]=[N+:17]=[N-:20])=[O:15])=[CH:10][C:9]=3[C:5]=2[CH:4]=1. The catalyst class is: 6.